From a dataset of Full USPTO retrosynthesis dataset with 1.9M reactions from patents (1976-2016). Predict the reactants needed to synthesize the given product. Given the product [Cl:1][C:2]1[C:7]([O:8][CH3:9])=[CH:6][C:5]([O:10][CH3:11])=[CH:4][C:3]=1[C:12]1[C:23](=[O:24])[N:22]([CH2:30][CH2:31][C:32]2[N:33]=[CH:34][C:35]([NH:38][C:39](=[O:40])[O:41][C:42]([CH3:45])([CH3:44])[CH3:43])=[CH:36][CH:37]=2)[C:15]2[N:16]=[C:17]([S:20][CH3:21])[N:18]=[CH:19][C:14]=2[CH:13]=1, predict the reactants needed to synthesize it. The reactants are: [Cl:1][C:2]1[C:7]([O:8][CH3:9])=[CH:6][C:5]([O:10][CH3:11])=[CH:4][C:3]=1[C:12]1[C:23](=[O:24])[NH:22][C:15]2[N:16]=[C:17]([S:20][CH3:21])[N:18]=[CH:19][C:14]=2[CH:13]=1.CS(O[CH2:30][CH2:31][C:32]1[CH:37]=[CH:36][C:35]([NH:38][C:39]([O:41][C:42]([CH3:45])([CH3:44])[CH3:43])=[O:40])=[CH:34][N:33]=1)(=O)=O.C([O-])([O-])=O.[K+].[K+].O.